This data is from Catalyst prediction with 721,799 reactions and 888 catalyst types from USPTO. The task is: Predict which catalyst facilitates the given reaction. (1) Reactant: [NH2:1][CH2:2][C:3]1[CH:4]=[C:5]([C:9]2[CH:14]=[CH:13][C:12]([N:15]3[CH2:19][C@H:18]([CH2:20][NH:21][C:22](=[O:24])[CH3:23])[O:17][C:16]3=[O:25])=[CH:11][C:10]=2[F:26])[CH:6]=[CH:7][CH:8]=1.CC[N:29]([CH:33]([CH3:35])C)C(C)C.Br[CH2:37][C:38]([NH2:40])=[O:39].C[OH:42]. Product: [C:22]([NH:21][CH2:20][C@@H:18]1[O:17][C:16](=[O:25])[N:15]([C:12]2[CH:13]=[CH:14][C:9]([C:5]3[CH:6]=[CH:7][CH:8]=[C:3]([CH2:2][N:1]([CH2:35][C:33](=[O:42])[NH2:29])[CH2:37][C:38]([NH2:40])=[O:39])[CH:4]=3)=[C:10]([F:26])[CH:11]=2)[CH2:19]1)(=[O:24])[CH3:23]. The catalyst class is: 4. (2) Reactant: C1(C2C=CC=CC=2)C=CC=CC=1.OC[CH2:15][N:16]([CH2:52][CH2:53][OH:54])[C:17]([C:19]1[N:28]2[C:22]([CH2:23][N:24]([C:33]([C:35]3[CH:40]=[CH:39][C:38]([C:41]4[CH:46]=[CH:45][CH:44]=[CH:43][C:42]=4[C:47]([F:50])([F:49])[F:48])=[C:37]([CH3:51])[CH:36]=3)=[O:34])[C:25]3[CH:32]=[CH:31][CH:30]=[CH:29][C:26]=3[CH2:27]2)=[CH:21][CH:20]=1)=[O:18].CNC[C@@H:58]([C@H:60]([C@@H:62]([C@@H:64](CO)[OH:65])[OH:63])[OH:61])[OH:59].ON1C2C=CC=CC=2N=N1.Cl.CN(C)CCCN=C=NCC.C(N(CC)C(C)C)(C)C. Product: [CH3:15][N:16]([CH2:52][C@H:53]([OH:54])[C@@H:64]([OH:65])[C@H:62]([OH:63])[C@H:60]([OH:61])[CH2:58][OH:59])[C:17]([C:19]1[N:28]2[C:22]([CH2:23][N:24]([C:33]([C:35]3[CH:40]=[CH:39][C:38]([C:41]4[CH:46]=[CH:45][CH:44]=[CH:43][C:42]=4[C:47]([F:48])([F:50])[F:49])=[C:37]([CH3:51])[CH:36]=3)=[O:34])[C:25]3[CH:32]=[CH:31][CH:30]=[CH:29][C:26]=3[CH2:27]2)=[CH:21][CH:20]=1)=[O:18]. The catalyst class is: 42. (3) Reactant: [CH:1]1[C:22]2[C:5](=[CH:6][C:7]3[C:20]([CH:21]=2)=[CH:19][C:18]2[C:9](=[CH:10][C:11]4[C:16]([CH:17]=2)=[CH:15][CH:14]=[CH:13][CH:12]=4)[CH:8]=3)[CH:4]=[CH:3][CH:2]=1.[C:23]1(=[O:29])[NH:27][C:26](=[O:28])[CH:25]=[CH:24]1.C1(P(C2C=CC=CC=2)C2C=CC=CC=2)C=CC=CC=1.[Br:49][CH2:50][CH2:51][CH2:52][CH2:53][CH2:54][CH2:55][CH2:56][CH2:57][CH2:58][CH2:59][CH2:60]O.N(C(OC(C)C)=O)=NC(OC(C)C)=O. Product: [Br:49][CH2:50][CH2:51][CH2:52][CH2:53][CH2:54][CH2:55][CH2:56][CH2:57][CH2:58][CH2:59][CH2:60][C:24]1[C:23]([NH:27][C:26](=[O:28])[CH:25]=1)=[O:29].[CH:4]1[C:5]2[C:22](=[CH:21][C:20]3[C:7]([CH:6]=2)=[CH:8][C:9]2[C:18](=[CH:17][C:16]4[C:11]([CH:10]=2)=[CH:12][CH:13]=[CH:14][CH:15]=4)[CH:19]=3)[CH:1]=[CH:2][CH:3]=1.[Br:49][CH2:50][CH2:51][CH2:52][CH2:53][CH2:54][CH2:55][CH2:56][CH2:57][CH2:58][CH2:59][CH2:60][N:27]1[C:26](=[O:28])[CH:25]=[CH:24][C:23]1=[O:29].[CH:4]1[C:5]2[C:22](=[CH:21][C:20]3[C:7]([CH:6]=2)=[CH:8][C:9]2[C:18](=[CH:17][C:16]4[C:11]([CH:10]=2)=[CH:12][CH:13]=[CH:14][CH:15]=4)[CH:19]=3)[CH:1]=[CH:2][CH:3]=1. The catalyst class is: 7. (4) Reactant: [F:1][C:2]1([F:9])[CH2:7][CH2:6][CH:5]([NH2:8])[CH2:4][CH2:3]1.C[Al](C)C.[Cl:14][C:15]1[CH:20]=[CH:19][C:18]([C:21]2[N:22]=[C:23]([CH2:39][N:40]3[N:44]=[N:43][CH:42]=[N:41]3)[C:24]([C:34](OCC)=[O:35])=[N:25][C:26]=2[C:27]2[CH:32]=[CH:31][C:30]([Cl:33])=[CH:29][CH:28]=2)=[CH:17][CH:16]=1. Product: [Cl:14][C:15]1[CH:16]=[CH:17][C:18]([C:21]2[N:22]=[C:23]([CH2:39][N:40]3[N:44]=[N:43][CH:42]=[N:41]3)[C:24]([C:34]([NH:8][CH:5]3[CH2:6][CH2:7][C:2]([F:9])([F:1])[CH2:3][CH2:4]3)=[O:35])=[N:25][C:26]=2[C:27]2[CH:28]=[CH:29][C:30]([Cl:33])=[CH:31][CH:32]=2)=[CH:19][CH:20]=1. The catalyst class is: 4. (5) Reactant: O1CCCC1.[CH3:6][S:7]([O:10][C:11]1[CH:16]=[CH:15][C:14]([C:17](=[O:20])[CH2:18][CH3:19])=[CH:13][CH:12]=1)(=[O:9])=[O:8].[Br:21]Br.C(=O)([O-])O.[Na+]. Product: [CH3:6][S:7]([O:10][C:11]1[CH:16]=[CH:15][C:14]([C:17](=[O:20])[CH:18]([Br:21])[CH3:19])=[CH:13][CH:12]=1)(=[O:9])=[O:8]. The catalyst class is: 175. (6) Reactant: [CH:1]([N:4]1[CH2:14][CH:13]2[CH2:15][CH:6]([C:7]3[C:12]2=[CH:11][C:10]([NH2:16])=[CH:9][CH:8]=3)[CH2:5]1)([CH3:3])[CH3:2].Cl[C:18]1[N:23]=[C:22]([NH:24][C:25]2[CH:34]=[CH:33][CH:32]=[CH:31][C:26]=2[C:27]([NH:29][CH3:30])=[O:28])[C:21]([Cl:35])=[CH:20][N:19]=1.Cl.O1CCOCC1.[Na]. Product: [Cl:35][C:21]1[C:22]([NH:24][C:25]2[CH:34]=[CH:33][CH:32]=[CH:31][C:26]=2[C:27]([NH:29][CH3:30])=[O:28])=[N:23][C:18]([NH:16][C:10]2[CH:11]=[C:12]3[C:7](=[CH:8][CH:9]=2)[CH:6]2[CH2:15][CH:13]3[CH2:14][N:4]([CH:1]([CH3:3])[CH3:2])[CH2:5]2)=[N:19][CH:20]=1. The catalyst class is: 6.